From a dataset of CYP3A4 inhibition data for predicting drug metabolism from PubChem BioAssay. Regression/Classification. Given a drug SMILES string, predict its absorption, distribution, metabolism, or excretion properties. Task type varies by dataset: regression for continuous measurements (e.g., permeability, clearance, half-life) or binary classification for categorical outcomes (e.g., BBB penetration, CYP inhibition). Dataset: cyp3a4_veith. (1) The drug is c1ccc(CNc2ccnc(-c3ccc4c(c3)OCO4)n2)cc1. The result is 1 (inhibitor). (2) The result is 0 (non-inhibitor). The drug is CO[C@]1(NC(=O)[C@H](C(=O)[O-])c2ccc(O)cc2)C(=O)N2C(C(=O)[O-])=C(CSc3nnnn3C)CO[C@H]21.[Na+].[Na+]. (3) The molecule is CCOC(=O)Nc1ccc(S(=O)(=O)NCc2ccccc2)cc1. The result is 0 (non-inhibitor).